Dataset: Reaction yield outcomes from USPTO patents with 853,638 reactions. Task: Predict the reaction yield, written as a fraction of the theoretical maximum amount of product (1.0 means a 100% yield; for example, 0.34 means a 34% yield). (1) The catalyst is C1COCC1.CO. The reactants are [OH:1][CH:2]([C:8]1[CH:13]=[CH:12][C:11]([C:14]2[N:18]=[C:17]([C:19]3[C:23]([C:24]([F:27])([F:26])[F:25])=[C:22]([C:28]4[CH:33]=[CH:32][CH:31]=[CH:30][CH:29]=4)[O:21][N:20]=3)[O:16][N:15]=2)=[CH:10][CH:9]=1)[C:3]([O:5]CC)=[O:4].[Li+].[OH-].Cl. The product is [OH:1][CH:2]([C:8]1[CH:13]=[CH:12][C:11]([C:14]2[N:18]=[C:17]([C:19]3[C:23]([C:24]([F:25])([F:26])[F:27])=[C:22]([C:28]4[CH:29]=[CH:30][CH:31]=[CH:32][CH:33]=4)[O:21][N:20]=3)[O:16][N:15]=2)=[CH:10][CH:9]=1)[C:3]([OH:5])=[O:4]. The yield is 0.950. (2) The reactants are [F:1][C:2]1[C:3]([NH:12][C:13]2[CH:18]=[CH:17][C:16]([C:19]([NH:21][CH3:22])=[O:20])=[CH:15][C:14]=2[F:23])=[C:4]([CH:8]=[CH:9][C:10]=1[F:11])[C:5]([OH:7])=O.[NH2:24][O:25][CH2:26][CH2:27][OH:28].C[N+]1(C2N=C(OC)N=C(OC)N=2)CCOCC1.[Cl-]. No catalyst specified. The product is [F:23][C:14]1[CH:15]=[C:16]([C:19]([NH:21][CH3:22])=[O:20])[CH:17]=[CH:18][C:13]=1[NH:12][C:3]1[C:2]([F:1])=[C:10]([F:11])[CH:9]=[CH:8][C:4]=1[C:5]([NH:24][O:25][CH2:26][CH2:27][OH:28])=[O:7]. The yield is 0.450. (3) The reactants are [CH2:1]([C:8]1[C:17]([OH:18])=[CH:16][CH:15]=[C:14]2[C:9]=1[C:10](=[O:26])[N:11]([CH2:21]CCCO)[C:12](=[O:20])[N:13]2[CH3:19])[C:2]1[CH:7]=[CH:6][CH:5]=[CH:4][CH:3]=1.[Cl:27][C:28]1[CH:33]=[CH:32][CH:31]=[C:30](I)[CH:29]=1.[O-]P([O-])([O-])=O.[K+].[K+].[K+].N1C=CC=C[C:44]=1[C:49](O)=[O:50]. The catalyst is CS(C)=O.O.[Cu]I. The product is [CH2:1]([C:8]1[C:17]([O:18][C:30]2[CH:31]=[CH:32][CH:33]=[C:28]([Cl:27])[CH:29]=2)=[CH:16][CH:15]=[C:14]2[C:9]=1[C:10](=[O:26])[N:11]([CH2:21][CH2:44][CH2:49][OH:50])[C:12](=[O:20])[N:13]2[CH3:19])[C:2]1[CH:3]=[CH:4][CH:5]=[CH:6][CH:7]=1. The yield is 0.169. (4) The reactants are [C:1]([CH:4]1[CH2:9][CH:8]([C:10]([O:12][CH2:13][CH3:14])=[O:11])[CH2:7][CH2:6][N:5]1[C:15]([O:17][CH2:18][C:19]1[CH:24]=[CH:23][CH:22]=[CH:21][CH:20]=1)=[O:16])(=O)[NH2:2].O=S(Cl)Cl. The catalyst is N1C=CC=CC=1. The product is [C:1]([CH:4]1[CH2:9][CH:8]([C:10]([O:12][CH2:13][CH3:14])=[O:11])[CH2:7][CH2:6][N:5]1[C:15]([O:17][CH2:18][C:19]1[CH:20]=[CH:21][CH:22]=[CH:23][CH:24]=1)=[O:16])#[N:2]. The yield is 0.790. (5) The reactants are [Br:1][C:2]1[CH:3]=[C:4]([C:8]2N=N[C:11]3[C:12]4[C:17]([C:18]5[C:23]([C:24]=3[N:25]=2)=[CH:22][CH:21]=[CH:20][CH:19]=5)=[CH:16][CH:15]=[CH:14][CH:13]=4)[CH:5]=[CH:6][CH:7]=1.[CH:26]12CC(C=C1)C=[CH:27]2.ClC1C=CC=CC=1Cl. The catalyst is C(Cl)(Cl)Cl.CCCCCC. The product is [Br:1][C:2]1[CH:3]=[C:4]([C:8]2[CH:27]=[CH:26][C:11]3[C:24](=[C:23]4[CH:22]=[CH:21][CH:20]=[CH:19][C:18]4=[C:13]4[CH:14]=[CH:15][CH:16]=[CH:17][C:12]4=3)[N:25]=2)[CH:5]=[CH:6][CH:7]=1. The yield is 0.390. (6) The reactants are [NH2:1][C:2]1[CH:9]=[CH:8][C:7]([Br:10])=[CH:6][C:3]=1[CH:4]=[O:5].C1COCC1.[C:16]1(=O)[O:21][C:19](=[O:20])[C:18]2=[CH:22][CH:23]=[CH:24][CH:25]=[C:17]12. The catalyst is C1(C)C=CC=CC=1. The product is [Br:10][C:7]1[CH:8]=[CH:9][C:2]([N:1]2[C:19](=[O:20])[C:18]3[C:17](=[CH:25][CH:24]=[CH:23][CH:22]=3)[C:16]2=[O:21])=[C:3]([CH:6]=1)[CH:4]=[O:5]. The yield is 0.351.